Dataset: Catalyst prediction with 721,799 reactions and 888 catalyst types from USPTO. Task: Predict which catalyst facilitates the given reaction. (1) Reactant: [C:1]1([NH:7]N)[CH:6]=[CH:5][CH:4]=[CH:3][CH:2]=1.O=[C:10]([CH2:16][CH2:17][CH3:18])[C:11]([O:13][CH2:14][CH3:15])=[O:12]. Product: [CH2:17]([C:16]1[C:6]2[C:1](=[CH:2][CH:3]=[CH:4][CH:5]=2)[NH:7][C:10]=1[C:11]([O:13][CH2:14][CH3:15])=[O:12])[CH3:18]. The catalyst class is: 8. (2) Reactant: [CH2:1]([CH:8]1[CH2:13][CH2:12][N:11]([CH2:14][CH2:15][CH2:16][NH:17][C:18]([NH:20][C:21]2[CH:26]=[CH:25][CH:24]=[C:23]([C:27]#[N:28])[CH:22]=2)=[O:19])[CH2:10][CH2:9]1)[C:2]1[CH:7]=[CH:6][CH:5]=[CH:4][CH:3]=1.[Br:29][CH2:30][C:31]([O:33][CH3:34])=[O:32]. Product: [Br-:29].[CH2:1]([CH:8]1[CH2:9][CH2:10][N+:11]([CH2:30][C:31]([O:33][CH3:34])=[O:32])([CH2:14][CH2:15][CH2:16][NH:17][C:18]([NH:20][C:21]2[CH:26]=[CH:25][CH:24]=[C:23]([C:27]#[N:28])[CH:22]=2)=[O:19])[CH2:12][CH2:13]1)[C:2]1[CH:7]=[CH:6][CH:5]=[CH:4][CH:3]=1. The catalyst class is: 21. (3) Reactant: S(=O)(=O)(O)O.I([O-])(=O)(=O)=O.[Na+].[I:12]I.[CH2:14]([C:16]1[CH:21]=[CH:20][C:19]([C:22]([F:25])([F:24])[F:23])=[CH:18][CH:17]=1)[CH3:15].S(S([O-])=O)([O-])(=O)=O.[Na+].[Na+]. Product: [I:12][C:17]1[CH:18]=[C:19]([C:22]([F:23])([F:24])[F:25])[CH:20]=[CH:21][C:16]=1[CH2:14][CH3:15]. The catalyst class is: 15. (4) Reactant: [CH3:1][O:2][C:3]1[N:4]=[C:5]2[CH:32]=[CH:31][CH:30]=[CH:29][N:6]2[C:7](=[O:28])[C:8]=1[C:9]1[CH:14]=[CH:13][C:12]([NH:15][CH:16]2[CH2:20][CH2:19][N:18](C(OC(C)(C)C)=O)[CH2:17]2)=[CH:11][CH:10]=1.[F:33][C:34]([F:39])([F:38])[C:35]([OH:37])=[O:36]. Product: [F:33][C:34]([F:39])([F:38])[C:35]([OH:37])=[O:36].[CH3:1][O:2][C:3]1[N:4]=[C:5]2[CH:32]=[CH:31][CH:30]=[CH:29][N:6]2[C:7](=[O:28])[C:8]=1[C:9]1[CH:10]=[CH:11][C:12]([NH:15][CH:16]2[CH2:20][CH2:19][NH:18][CH2:17]2)=[CH:13][CH:14]=1. The catalyst class is: 4. (5) Reactant: [Si:1]([O:8][CH2:9][C@@H:10]([NH:16][C:17](=[O:23])[O:18][C:19]([CH3:22])([CH3:21])[CH3:20])[CH2:11][CH2:12][CH2:13][CH2:14][OH:15])([C:4]([CH3:7])([CH3:6])[CH3:5])([CH3:3])[CH3:2].N1C=CC=CC=1.[C:30](Cl)(=[O:35])[C:31]([CH3:34])([CH3:33])[CH3:32]. Product: [C:30]([O:15][CH2:14][CH2:13][CH2:12][CH2:11][C@H:10]([NH:16][C:17]([O:18][C:19]([CH3:22])([CH3:21])[CH3:20])=[O:23])[CH2:9][O:8][Si:1]([C:4]([CH3:7])([CH3:6])[CH3:5])([CH3:3])[CH3:2])(=[O:35])[C:31]([CH3:34])([CH3:33])[CH3:32]. The catalyst class is: 2. (6) Reactant: C([O:4][CH2:5][C:6]1[CH:7]=[C:8]([CH:18]=[C:19]([O:21][C@@H:22]([CH3:26])[CH2:23][O:24][CH3:25])[CH:20]=1)[C:9]([NH:11][C:12]1[CH:17]=[N:16][CH:15]=[CH:14][N:13]=1)=[O:10])(=O)C.[OH-].[Na+]. Product: [OH:4][CH2:5][C:6]1[CH:7]=[C:8]([CH:18]=[C:19]([O:21][C@@H:22]([CH3:26])[CH2:23][O:24][CH3:25])[CH:20]=1)[C:9]([NH:11][C:12]1[CH:17]=[N:16][CH:15]=[CH:14][N:13]=1)=[O:10]. The catalyst class is: 7.